Predict the product of the given reaction. From a dataset of Forward reaction prediction with 1.9M reactions from USPTO patents (1976-2016). (1) Given the reactants [C:1]1([C:7]([C:12]2[CH:17]=[CH:16][CH:15]=[CH:14][CH:13]=2)([CH3:11])[C:8]([OH:10])=O)[CH:6]=[CH:5][CH:4]=[CH:3][CH:2]=1.[NH2:18][CH2:19][CH2:20][CH2:21][N:22]1[CH2:27][CH2:26][CH:25]([C:28]2[N:33]=[C:32]([NH:34][C:35](=[O:39])[CH:36]([CH3:38])[CH3:37])[CH:31]=[CH:30][CH:29]=2)[CH2:24][CH2:23]1, predict the reaction product. The product is: [C:35]([NH:34][C:32]1[N:33]=[C:28]([CH:25]2[CH2:26][CH2:27][N:22]([CH2:21][CH2:20][CH2:19][NH:18][C:8](=[O:10])[C:7]([C:1]3[CH:2]=[CH:3][CH:4]=[CH:5][CH:6]=3)([C:12]3[CH:17]=[CH:16][CH:15]=[CH:14][CH:13]=3)[CH3:11])[CH2:23][CH2:24]2)[CH:29]=[CH:30][CH:31]=1)(=[O:39])[CH:36]([CH3:38])[CH3:37]. (2) Given the reactants [CH2:1]([O:3][P:4]([CH:9]=[C:10]1[NH:16][CH2:15][CH2:14][N:13]([CH3:17])[C:12]2[CH:18]=[C:19](Br)[CH:20]=[CH:21][C:11]1=2)(=[O:8])[O:5][CH2:6][CH3:7])[CH3:2].[CH3:23][O:24][C:25]1[CH:26]=[C:27](B(O)O)[CH:28]=[CH:29][CH:30]=1.[F-].[Cs+], predict the reaction product. The product is: [CH2:1]([O:3][P:4]([CH:9]=[C:10]1[NH:16][CH2:15][CH2:14][N:13]([CH3:17])[C:12]2[CH:18]=[C:19]([C:29]3[CH:28]=[CH:27][CH:26]=[C:25]([O:24][CH3:23])[CH:30]=3)[CH:20]=[CH:21][C:11]1=2)(=[O:8])[O:5][CH2:6][CH3:7])[CH3:2]. (3) Given the reactants [OH:1][CH:2]1[CH2:5][CH:4]([C:6]([O:8][CH3:9])=[O:7])[CH2:3]1.[CH3:10]N(C)C1C2C(=CC=CC=2N(C)C)C=CC=1.F[B-](F)(F)F.C[O+](C)C, predict the reaction product. The product is: [CH3:10][O:1][CH:2]1[CH2:5][CH:4]([C:6]([O:8][CH3:9])=[O:7])[CH2:3]1. (4) Given the reactants [OH:1][C:2]1[CH:3]=[C:4]([CH:7]=[CH:8][CH:9]=1)[CH2:5][OH:6].[H-].[Na+].Cl[C:13]1[CH:18]=[N:17][CH:16]=[CH:15][N:14]=1, predict the reaction product. The product is: [N:14]1[CH:15]=[CH:16][N:17]=[CH:18][C:13]=1[O:6][CH2:5][C:4]1[CH:3]=[C:2]([OH:1])[CH:9]=[CH:8][CH:7]=1.